Dataset: NCI-60 drug combinations with 297,098 pairs across 59 cell lines. Task: Regression. Given two drug SMILES strings and cell line genomic features, predict the synergy score measuring deviation from expected non-interaction effect. (1) Drug 1: CC1=CC2C(CCC3(C2CCC3(C(=O)C)OC(=O)C)C)C4(C1=CC(=O)CC4)C. Drug 2: C(CCl)NC(=O)N(CCCl)N=O. Cell line: UO-31. Synergy scores: CSS=-0.0140, Synergy_ZIP=-0.623, Synergy_Bliss=-1.68, Synergy_Loewe=-1.14, Synergy_HSA=-1.21. (2) Drug 1: CC1=C(C(CCC1)(C)C)C=CC(=CC=CC(=CC(=O)O)C)C. Drug 2: CC1=C(C(=CC=C1)Cl)NC(=O)C2=CN=C(S2)NC3=CC(=NC(=N3)C)N4CCN(CC4)CCO. Cell line: SF-295. Synergy scores: CSS=5.91, Synergy_ZIP=-1.48, Synergy_Bliss=0.887, Synergy_Loewe=-0.874, Synergy_HSA=-0.0555. (3) Drug 1: CC1OCC2C(O1)C(C(C(O2)OC3C4COC(=O)C4C(C5=CC6=C(C=C35)OCO6)C7=CC(=C(C(=C7)OC)O)OC)O)O. Drug 2: CN(C)C1=NC(=NC(=N1)N(C)C)N(C)C. Cell line: MALME-3M. Synergy scores: CSS=13.7, Synergy_ZIP=-0.861, Synergy_Bliss=5.83, Synergy_Loewe=-18.3, Synergy_HSA=0.573. (4) Drug 1: CC(C)NC(=O)C1=CC=C(C=C1)CNNC.Cl. Drug 2: CC1=C(C(=O)C2=C(C1=O)N3CC4C(C3(C2COC(=O)N)OC)N4)N. Cell line: SK-MEL-5. Synergy scores: CSS=14.2, Synergy_ZIP=-12.4, Synergy_Bliss=-13.9, Synergy_Loewe=-31.4, Synergy_HSA=-12.5. (5) Drug 1: C1=C(C(=O)NC(=O)N1)N(CCCl)CCCl. Drug 2: C1C(C(OC1N2C=C(C(=O)NC2=O)F)CO)O. Cell line: UACC62. Synergy scores: CSS=22.2, Synergy_ZIP=-16.9, Synergy_Bliss=-11.6, Synergy_Loewe=-6.75, Synergy_HSA=-5.66. (6) Drug 1: CC1C(C(=O)NC(C(=O)N2CCCC2C(=O)N(CC(=O)N(C(C(=O)O1)C(C)C)C)C)C(C)C)NC(=O)C3=C4C(=C(C=C3)C)OC5=C(C(=O)C(=C(C5=N4)C(=O)NC6C(OC(=O)C(N(C(=O)CN(C(=O)C7CCCN7C(=O)C(NC6=O)C(C)C)C)C)C(C)C)C)N)C. Drug 2: CS(=O)(=O)OCCCCOS(=O)(=O)C. Cell line: COLO 205. Synergy scores: CSS=30.4, Synergy_ZIP=-4.62, Synergy_Bliss=-1.47, Synergy_Loewe=-17.9, Synergy_HSA=-0.863. (7) Drug 1: C1=CC(=CC=C1C#N)C(C2=CC=C(C=C2)C#N)N3C=NC=N3. Cell line: UACC62. Drug 2: N.N.Cl[Pt+2]Cl. Synergy scores: CSS=51.8, Synergy_ZIP=-0.590, Synergy_Bliss=-2.23, Synergy_Loewe=-5.07, Synergy_HSA=-3.95.